Dataset: hERG Central: cardiac toxicity at 1µM, 10µM, and general inhibition. Task: Predict hERG channel inhibition at various concentrations. (1) The compound is O=C(c1ccc2c3c(cccc13)CC2)C1CCCN(Cc2ncc[nH]2)C1. Results: hERG_inhib (hERG inhibition (general)): blocker. (2) The molecule is Cc1nc2cc(C(F)(F)F)ccc2n1C1CCN(C(=O)N2CCOCC2)CC1. Results: hERG_inhib (hERG inhibition (general)): blocker. (3) The molecule is CN(C)S(=O)(=O)c1ccc(N2CCCC2)c(C(=O)NNC(=O)COc2ccccc2F)c1. Results: hERG_inhib (hERG inhibition (general)): blocker. (4) The drug is CCC(=O)c1ccc(OCC(O)CN2CCN(C(c3ccccc3)c3ccccc3)CC2)cc1. Results: hERG_inhib (hERG inhibition (general)): blocker. (5) The molecule is O=C1CC2(CCN(C(=O)c3ccc(Br)cc3)CC2)Oc2ccccc21. Results: hERG_inhib (hERG inhibition (general)): blocker. (6) The compound is F[B-](F)(F)F.OCCCCC[NH+]=c1cc(-c2ccccc2)oc2ccc(Cl)cc12. Results: hERG_inhib (hERG inhibition (general)): blocker.